Predict the product of the given reaction. From a dataset of Forward reaction prediction with 1.9M reactions from USPTO patents (1976-2016). Given the reactants Cl[C:2]1[C:3]2[N:10]([CH2:11][CH2:12][NH:13][C:14](=[O:20])OC(C)(C)C)[CH:9]=[CH:8][C:4]=2[N:5]=[CH:6][N:7]=1.[Cl:21][C:22]1[CH:23]=[C:24]([CH:26]=[CH:27][C:28]=1[O:29][C:30]1[C:39]2[C:34](=[CH:35][CH:36]=[CH:37][CH:38]=2)[CH:33]=[CH:32][CH:31]=1)[NH2:25].Cl.N1C=CC=CC=1.Cl.C(OCC)(=O)C.[OH:54][CH2:55][C:56](C)([CH3:60])[C:57](O)=O.ON1C2C=CC=CC=2N=N1.Cl.C(N=C=NCCCN(C)C)C, predict the reaction product. The product is: [Cl:21][C:22]1[CH:23]=[C:24]([NH:25][C:2]2[C:3]3[N:10]([CH2:11][CH2:12][NH:13][C:14](=[O:20])[C:56]([CH3:60])([CH3:57])[CH2:55][OH:54])[CH:9]=[CH:8][C:4]=3[N:5]=[CH:6][N:7]=2)[CH:26]=[CH:27][C:28]=1[O:29][C:30]1[C:39]2[C:34](=[CH:35][CH:36]=[CH:37][CH:38]=2)[CH:33]=[CH:32][CH:31]=1.